This data is from Full USPTO retrosynthesis dataset with 1.9M reactions from patents (1976-2016). The task is: Predict the reactants needed to synthesize the given product. (1) Given the product [C:36](=[O:37])([O:23][CH2:22][N:21]1[C:20]2[CH:24]=[CH:25][CH:26]=[CH:27][C:19]=2[N:18]=[C:17]1[S:15]([CH2:14][C:3]1[C:2]([CH3:1])=[C:7]([O:8][CH2:9][C:10]([F:12])([F:11])[F:13])[CH:6]=[CH:5][N:4]=1)=[O:16])[O:38][CH2:39][C:40]1[CH:45]=[CH:44][CH:43]=[CH:42][CH:41]=1, predict the reactants needed to synthesize it. The reactants are: [CH3:1][C:2]1[C:3]([CH2:14][S:15]([C:17]2[N:21]([CH2:22][OH:23])[C:20]3[CH:24]=[CH:25][CH:26]=[CH:27][C:19]=3[N:18]=2)=[O:16])=[N:4][CH:5]=[CH:6][C:7]=1[O:8][CH2:9][C:10]([F:13])([F:12])[F:11].C(N(CC)CC)C.Cl[C:36]([O:38][CH2:39][C:40]1[CH:45]=[CH:44][CH:43]=[CH:42][CH:41]=1)=[O:37].C(OCC)(=O)C. (2) Given the product [F:9][C:8]([F:11])([F:10])[C:5]1[N:6]=[CH:7][C:2]([C:22]2[CH:21]=[N:20][C:19]([C:18]([F:29])([F:28])[F:17])=[N:24][CH:23]=2)=[CH:3][C:4]=1[C:12]([O:14][CH2:15][CH3:16])=[O:13], predict the reactants needed to synthesize it. The reactants are: Br[C:2]1[CH:3]=[C:4]([C:12]([O:14][CH2:15][CH3:16])=[O:13])[C:5]([C:8]([F:11])([F:10])[F:9])=[N:6][CH:7]=1.[F:17][C:18]([F:29])([F:28])[C:19]1[N:24]=[CH:23][C:22](B(O)O)=[CH:21][N:20]=1.C([O-])([O-])=O.[K+].[K+]. (3) The reactants are: [CH:1]1([N:5]2[CH2:10][CH2:9][C:8]3([CH2:14][C:13]4[CH:15]=[C:16]([C:19]5[CH:26]=[CH:25][C:22](C#N)=[CH:21][CH:20]=5)[CH:17]=[CH:18][C:12]=4[O:11]3)[CH2:7][CH2:6]2)[CH2:4][CH2:3][CH2:2]1.[C:27]([NH:30]C1C=CC(B(O)O)=CC=1)(=[O:29])[CH3:28]. Given the product [CH:1]1([N:5]2[CH2:6][CH2:7][C:8]3([CH2:14][C:13]4[CH:15]=[C:16]([C:19]5[CH:20]=[CH:21][C:22]([NH:30][C:27](=[O:29])[CH3:28])=[CH:25][CH:26]=5)[CH:17]=[CH:18][C:12]=4[O:11]3)[CH2:9][CH2:10]2)[CH2:2][CH2:3][CH2:4]1, predict the reactants needed to synthesize it. (4) Given the product [Cl:12][C:13]1[CH:14]=[C:15]([C:20]([F:21])([F:22])[F:23])[CH:16]=[CH:17][C:18]=1[O:1][C:2]1[CH:10]=[C:9]2[C:5]([CH2:6][CH2:7][C:8]2=[O:11])=[CH:4][CH:3]=1, predict the reactants needed to synthesize it. The reactants are: [OH:1][C:2]1[CH:10]=[C:9]2[C:5]([CH2:6][CH2:7][C:8]2=[O:11])=[CH:4][CH:3]=1.[Cl:12][C:13]1[CH:14]=[C:15]([C:20]([F:23])([F:22])[F:21])[CH:16]=[CH:17][C:18]=1F.C(=O)([O-])[O-].[Cs+].[Cs+]. (5) Given the product [Cl:19][C:15]1[CH:16]=[CH:17][CH:18]=[C:13]([Cl:12])[C:14]=1/[N:20]=[C:21]1\[S:22]/[C:23](=[CH:10]\[C:8]2[CH:7]=[CH:6][N:5]3[N:1]=[CH:2][CH:3]=[C:4]3[CH:9]=2)/[C:24](=[O:26])[NH:25]\1, predict the reactants needed to synthesize it. The reactants are: [N:1]1[N:5]2[CH:6]=[CH:7][C:8]([CH:10]=O)=[CH:9][C:4]2=[CH:3][CH:2]=1.[Cl:12][C:13]1[CH:18]=[CH:17][CH:16]=[C:15]([Cl:19])[C:14]=1/[N:20]=[C:21]1\[S:22][CH2:23][C:24](=[O:26])[NH:25]\1.N1CCCCC1. (6) Given the product [C:1]1([C:26]2[CH:31]=[CH:30][CH:29]=[CH:28][CH:27]=2)[CH:2]=[CH:3][C:4]([C:7]([N:9]2[CH2:14][CH2:13][CH:12]([C:15]3[NH:19][C:18]4[CH:20]=[CH:21][C:22]([OH:24])=[CH:23][C:17]=4[N:16]=3)[CH2:11][CH2:10]2)=[O:8])=[CH:5][CH:6]=1, predict the reactants needed to synthesize it. The reactants are: [C:1]1([C:26]2[CH:31]=[CH:30][CH:29]=[CH:28][CH:27]=2)[CH:6]=[CH:5][C:4]([C:7]([N:9]2[CH2:14][CH2:13][CH:12]([C:15]3[NH:19][C:18]4[CH:20]=[CH:21][C:22]([O:24]C)=[CH:23][C:17]=4[N:16]=3)[CH2:11][CH2:10]2)=[O:8])=[CH:3][CH:2]=1. (7) Given the product [CH3:1][O:2][C:3](=[O:22])[CH:4]([NH2:11])[CH2:5][C@H:6]1[CH2:7][C@H:8]([CH3:10])[CH2:9]1, predict the reactants needed to synthesize it. The reactants are: [CH3:1][O:2][C:3](=[O:22])/[C:4](/[NH:11]C(OCC1C=CC=CC=1)=O)=[CH:5]/[C@H:6]1[CH2:9][C@H:8]([CH3:10])[CH2:7]1.[H][H].